From a dataset of Full USPTO retrosynthesis dataset with 1.9M reactions from patents (1976-2016). Predict the reactants needed to synthesize the given product. (1) The reactants are: [N+:1]([C:4]1[CH:5]=[N:6][CH:7]=[CH:8][C:9]=1[N:10]1[CH2:16][CH2:15][CH2:14][CH:13]([NH:17][C:18](=[O:24])[O:19][C:20]([CH3:23])([CH3:22])[CH3:21])[CH2:12][CH2:11]1)([O-])=O.[NH4+].[Cl-].CCO. Given the product [NH2:1][C:4]1[CH:5]=[N:6][CH:7]=[CH:8][C:9]=1[N:10]1[CH2:16][CH2:15][CH2:14][CH:13]([NH:17][C:18](=[O:24])[O:19][C:20]([CH3:22])([CH3:21])[CH3:23])[CH2:12][CH2:11]1, predict the reactants needed to synthesize it. (2) Given the product [Cl:12][C:13]1[CH:20]=[CH:19][CH:18]=[CH:17][C:14]=1[CH2:15][NH:16][C:2]1[CH:7]=[CH:6][CH:5]=[C:4]([F:8])[C:3]=1[N+:9]([O-:11])=[O:10], predict the reactants needed to synthesize it. The reactants are: F[C:2]1[CH:7]=[CH:6][CH:5]=[C:4]([F:8])[C:3]=1[N+:9]([O-:11])=[O:10].[Cl:12][C:13]1[CH:20]=[CH:19][CH:18]=[CH:17][C:14]=1[CH2:15][NH2:16].CCN(C(C)C)C(C)C.O. (3) Given the product [CH3:1][C:2]([CH3:7])([CH3:6])[CH2:3][CH2:4][NH:5][CH2:14][C:10]1[N:9]([CH3:8])[CH:13]=[CH:12][N:11]=1, predict the reactants needed to synthesize it. The reactants are: [CH3:1][C:2]([CH3:7])([CH3:6])[CH2:3][CH2:4][NH2:5].[CH3:8][N:9]1[CH:13]=[CH:12][N:11]=[C:10]1[CH:14]=O.[BH4-].[Na+]. (4) Given the product [CH3:40][S:41]([C:44]1[CH:49]=[C:48]([C:2]2[CH:7]=[CH:6][C:5]([C:8](=[O:12])[C:9](=[O:11])[CH3:10])=[CH:4][CH:3]=2)[CH:47]=[CH:46][CH:45]=1)(=[O:43])=[O:42], predict the reactants needed to synthesize it. The reactants are: Cl[C:2]1[CH:7]=[CH:6][C:5]([C:8](=[O:12])[C:9](=[O:11])[CH3:10])=[CH:4][CH:3]=1.[F-].[K+].C1(P(C2CCCCC2)C2C=CC=CC=2C2C=CC=CC=2)CCCCC1.[CH3:40][S:41]([C:44]1[CH:45]=[C:46](B(O)O)[CH:47]=[CH:48][CH:49]=1)(=[O:43])=[O:42].